This data is from Catalyst prediction with 721,799 reactions and 888 catalyst types from USPTO. The task is: Predict which catalyst facilitates the given reaction. (1) Reactant: [C:1]([O-:20])(=[O:19])[CH2:2][CH2:3][CH2:4][CH2:5][CH2:6][CH2:7][CH2:8]/[CH:9]=[CH:10]\[CH2:11][CH2:12][CH2:13][CH2:14][CH2:15][CH2:16][CH2:17][CH3:18].[Na+]. Product: [C:1]([OH:20])(=[O:19])[CH2:2][CH2:3][CH2:4][CH2:5][CH2:6][CH2:7][CH2:8]/[CH:9]=[CH:10]\[CH2:11][CH2:12][CH2:13][CH2:14][CH2:15][CH2:16][CH2:17][CH3:18]. The catalyst class is: 6. (2) Reactant: [Br:1][C:2]1[CH:11]=[CH:10][CH:9]=[C:8]2[C:3]=1[CH:4]=[CH:5][CH:6]=[C:7]2[C:12](O)=[O:13].C1COCC1. Product: [Br:1][C:2]1[CH:11]=[CH:10][CH:9]=[C:8]2[C:3]=1[CH:4]=[CH:5][CH:6]=[C:7]2[CH2:12][OH:13]. The catalyst class is: 6. (3) Reactant: [CH3:1][N:2]1[C:10]2[C:5](=[CH:6][CH:7]=[CH:8][CH:9]=2)[CH:4]=[C:3]1[C:11]([NH2:13])=[O:12].[C:14]([OH:21])(=[O:20])/[CH:15]=[CH:16]\[C:17]([OH:19])=[O:18]. Product: [C:14]([OH:21])(=[O:20])/[CH:15]=[CH:16]\[C:17]([OH:19])=[O:18].[C:14]([OH:21])(=[O:20])/[CH:15]=[CH:16]\[C:17]([OH:19])=[O:18].[CH3:1][N:2]1[C:10]2[C:5](=[CH:6][CH:7]=[CH:8][CH:9]=2)[CH:4]=[C:3]1[C:11]([NH2:13])=[O:12]. The catalyst class is: 13. (4) Reactant: [CH2:1]([O:3][C:4](=[O:24])[C:5]([O:8][C:9]1[CH:14]=[CH:13][C:12]([CH2:15][NH:16][C:17]([O:19][C:20]([CH3:23])([CH3:22])[CH3:21])=[O:18])=[CH:11][CH:10]=1)([CH3:7])[CH3:6])[CH3:2].[H-].[Na+].[CH3:27]I.Cl. The catalyst class is: 3. Product: [CH2:1]([O:3][C:4](=[O:24])[C:5]([O:8][C:9]1[CH:14]=[CH:13][C:12]([CH2:15][N:16]([C:17]([O:19][C:20]([CH3:23])([CH3:22])[CH3:21])=[O:18])[CH3:27])=[CH:11][CH:10]=1)([CH3:7])[CH3:6])[CH3:2]. (5) Reactant: C[Si](C)(C)CCOC[N:7]1[C:11]2[C:12]3[CH:13]=[CH:14][S:15][C:16]=3[CH2:17][C:10]=2[C:9]([C:18]2[CH:23]=[CH:22][C:21]([NH:24]C(=O)C)=[CH:20][CH:19]=2)=[N:8]1.[ClH:30]. Product: [ClH:30].[S:15]1[CH:14]=[CH:13][C:12]2[C:11]3[NH:7][N:8]=[C:9]([C:18]4[CH:23]=[CH:22][C:21]([NH2:24])=[CH:20][CH:19]=4)[C:10]=3[CH2:17][C:16]1=2. The catalyst class is: 5. (6) Reactant: CN(C(ON1N=NC2C=CC=CC1=2)=[N+](C)C)C.[B-](F)(F)(F)F.[O:23]=[C:24]1[C:33]2[C:28](=[CH:29][CH:30]=[C:31]([C:34]([OH:36])=O)[CH:32]=2)[O:27][CH:26]=[CH:25]1.CCN(C(C)C)C(C)C.[NH:46]1[CH2:51][CH2:50][O:49][CH2:48][CH2:47]1. Product: [N:46]1([C:34]([C:31]2[CH:32]=[C:33]3[C:28](=[CH:29][CH:30]=2)[O:27][CH:26]=[CH:25][C:24]3=[O:23])=[O:36])[CH2:51][CH2:50][O:49][CH2:48][CH2:47]1. The catalyst class is: 44. (7) Reactant: [C:1]([C:3](=[CH:9]OCC)[C:4]([O:6][CH2:7][CH3:8])=[O:5])#[N:2].Cl.[CH:14]([NH:17][NH2:18])([CH3:16])[CH3:15].C(=O)([O-])[O-].[K+].[K+]. Product: [NH2:2][C:1]1[N:17]([CH:14]([CH3:16])[CH3:15])[N:18]=[CH:9][C:3]=1[C:4]([O:6][CH2:7][CH3:8])=[O:5]. The catalyst class is: 357.